Dataset: Full USPTO retrosynthesis dataset with 1.9M reactions from patents (1976-2016). Task: Predict the reactants needed to synthesize the given product. (1) Given the product [CH2:15]([N:10]1[C:11]2[C:7](=[C:6]([N+:3]([O-:5])=[O:4])[CH:14]=[CH:13][CH:12]=2)[CH:8]=[N:9]1)[CH3:16], predict the reactants needed to synthesize it. The reactants are: [H-].[Na+].[N+:3]([C:6]1[CH:14]=[CH:13][CH:12]=[C:11]2[C:7]=1[CH:8]=[N:9][NH:10]2)([O-:5])=[O:4].[CH2:15](I)[CH3:16]. (2) Given the product [Cl:1][C:2]1[N:7]=[C:6]([NH:8][C:9]2[CH:14]=[CH:13][C:12]([I:15])=[C:11]([F:16])[CH:10]=2)[C:5]([NH2:17])=[CH:4][N:3]=1, predict the reactants needed to synthesize it. The reactants are: [Cl:1][C:2]1[N:7]=[C:6]([NH:8][C:9]2[CH:14]=[CH:13][C:12]([I:15])=[C:11]([F:16])[CH:10]=2)[C:5]([N+:17]([O-])=O)=[CH:4][N:3]=1.[Sn](Cl)Cl.C(=O)([O-])[O-].[Na+].[Na+].